From a dataset of Reaction yield outcomes from USPTO patents with 853,638 reactions. Predict the reaction yield, written as a fraction of the theoretical maximum amount of product (1.0 means a 100% yield; for example, 0.34 means a 34% yield). The reactants are [N:1]1[CH:6]=[CH:5][CH:4]=[CH:3][C:2]=1[C:7]1[O:11][CH:10]=[N:9][CH:8]=1.[CH3:12][O:13][C:14]1[CH:19]=[CH:18][C:17]([CH2:20][CH2:21][CH2:22][CH2:23][CH2:24][CH2:25][C:26](O)=[O:27])=[CH:16][CH:15]=1. No catalyst specified. The product is [O:27]=[C:26]([C:10]1[O:11][C:7]([C:2]2[CH:3]=[CH:4][CH:5]=[CH:6][N:1]=2)=[CH:8][N:9]=1)[CH2:25][CH2:24][CH2:23][CH2:22][CH2:21][CH2:20][C:17]1[CH:16]=[CH:15][C:14]([O:13][CH3:12])=[CH:19][CH:18]=1. The yield is 0.320.